Dataset: Full USPTO retrosynthesis dataset with 1.9M reactions from patents (1976-2016). Task: Predict the reactants needed to synthesize the given product. (1) Given the product [I:1][C:2]1[CH:3]=[CH:4][CH:5]=[C:6]2[C:11]=1[NH:10][CH:9]=[CH:8][C:7]2=[O:15], predict the reactants needed to synthesize it. The reactants are: [I:1][C:2]1[CH:3]=[CH:4][CH:5]=[C:6]2[C:11]=1[NH:10][CH:9]=[C:8](C(O)=O)[C:7]2=[O:15]. (2) Given the product [NH:9]([C:6]1[CH:5]=[CH:4][C:3]([C:2]([F:1])([F:10])[F:11])=[N:8][CH:7]=1)[NH2:12], predict the reactants needed to synthesize it. The reactants are: [F:1][C:2]([F:11])([F:10])[C:3]1[N:8]=[CH:7][C:6]([NH2:9])=[CH:5][CH:4]=1.[N:12]([O-])=O.[Na+].Cl[Sn]Cl.O. (3) Given the product [Cl:35][C:15]1[CH:14]=[CH:13][CH:29]=[CH:28][C:16]=1[NH:17][C:18]1[NH:19][C:30](=[O:33])[CH:23]=[C:21]([C:13]2[CH:29]=[CH:28][C:16]3[NH:17][C:18]([NH:20][C:21]([C:23]4[S:24][CH:25]=[CH:26][CH:27]=4)=[O:22])=[N:19][C:15]=3[CH:14]=2)[N:20]=1, predict the reactants needed to synthesize it. The reactants are: COC1N=C(S(C)(=O)=O)N=C([C:13]2[CH:29]=[CH:28][C:16]3[NH:17][C:18]([NH:20][C:21]([C:23]4[S:24][CH:25]=[CH:26][CH:27]=4)=[O:22])=[N:19][C:15]=3[CH:14]=2)C=1.[C:30]([O-:33])(O)=O.[Na+].[ClH:35]. (4) Given the product [NH2:28][C:22]1[C:21]([C:20]([CH3:30])([CH3:29])[O:19][SiH2:18][C:14]([CH3:16])([CH3:15])[CH3:17])=[CH:26][CH:25]=[CH:24][C:23]=1[NH:27][C:11]([C:10]1[C:4]2[C:5](=[N:6][CH:7]=[C:2]([Br:1])[CH:3]=2)[NH:8][N:9]=1)=[O:13], predict the reactants needed to synthesize it. The reactants are: [Br:1][C:2]1[CH:3]=[C:4]2[C:10]([C:11]([OH:13])=O)=[N:9][NH:8][C:5]2=[N:6][CH:7]=1.[C:14]([SiH2:18][O:19][C:20]([CH3:30])([CH3:29])[C:21]1[CH:26]=[CH:25][CH:24]=[C:23]([NH2:27])[C:22]=1[NH2:28])([CH3:17])([CH3:16])[CH3:15].CN(C(ON1N=NC2C=CC=NC1=2)=[N+](C)C)C.F[P-](F)(F)(F)(F)F.CCN(C(C)C)C(C)C. (5) Given the product [CH2:36]([N:37]1[C:21](=[O:23])[CH2:20][CH2:19][C@@:2]2([OH:1])[C@@H:3]([CH3:18])[O:4][C@@H:5]([C:9]3[CH:14]=[CH:13][N:12]=[CH:11][C:10]=3[N+:15]([O-:17])=[O:16])[CH2:6][C@@H:7]12)[C:30]1[CH:35]=[CH:34][CH:33]=[CH:32][CH:31]=1, predict the reactants needed to synthesize it. The reactants are: [OH:1][C@@:2]1([CH2:19][CH2:20][C:21]([O:23]CC)=O)[C:7](=O)[CH2:6][C@H:5]([C:9]2[CH:14]=[CH:13][N:12]=[CH:11][C:10]=2[N+:15]([O-:17])=[O:16])[O:4][C@@H:3]1[CH3:18].CC(O)=O.[C:30]1([CH2:36][NH2:37])[CH:35]=[CH:34][CH:33]=[CH:32][CH:31]=1.[BH4-].[Na+]. (6) Given the product [NH2:7][C@@H:8]([CH2:39][C:40]1[CH:45]=[CH:44][CH:43]=[CH:42][CH:41]=1)[C@@H:9]([OH:38])[CH2:10][C@@H:11]([NH:27][C:28](=[O:37])[O:29][CH2:30][C:31]1[CH:32]=[CH:33][CH:34]=[CH:35][CH:36]=1)[CH2:12][C:13]1[CH:18]=[CH:17][C:16]([C:19]2[CH:24]=[CH:23][CH:22]=[C:21]([O:25][CH3:26])[N:20]=2)=[CH:15][CH:14]=1, predict the reactants needed to synthesize it. The reactants are: C(OC[NH:7][C@@H:8]([CH2:39][C:40]1[CH:45]=[CH:44][CH:43]=[CH:42][CH:41]=1)[C@@H:9]([OH:38])[CH2:10][C@@H:11]([NH:27][C:28](=[O:37])[O:29][CH2:30][C:31]1[CH:36]=[CH:35][CH:34]=[CH:33][CH:32]=1)[CH2:12][C:13]1[CH:18]=[CH:17][C:16]([C:19]2[CH:24]=[CH:23][CH:22]=[C:21]([O:25][CH3:26])[N:20]=2)=[CH:15][CH:14]=1)(C)(C)C.Cl. (7) Given the product [CH:6]([C@H:9]1[CH2:13][O:12][C:11](=[O:14])[N:10]1[C:15](=[O:20])[CH2:16][CH2:17][CH:18]=[CH2:19])([CH3:8])[CH3:7], predict the reactants needed to synthesize it. The reactants are: O1CCCC1.[CH:6]([C@H:9]1[CH2:13][O:12][C:11](=[O:14])[NH:10]1)([CH3:8])[CH3:7].[C:15](Cl)(=[O:20])[CH2:16][CH2:17][CH:18]=[CH2:19].